This data is from Forward reaction prediction with 1.9M reactions from USPTO patents (1976-2016). The task is: Predict the product of the given reaction. (1) Given the reactants C([O-])([O-])=O.[Cs+].[Cs+].[CH3:7][S:8]([C:11]1[CH:16]=[CH:15][C:14](F)=[CH:13][CH:12]=1)(=[O:10])=[O:9].[CH3:18][O:19][C:20]([C:22]1[C:30]2[O:29][C:28]([CH3:31])=[CH:27][C:26]=2[CH:25]=[C:24]([OH:32])[CH:23]=1)=[O:21], predict the reaction product. The product is: [CH3:18][O:19][C:20]([C:22]1[C:30]2[O:29][C:28]([CH3:31])=[CH:27][C:26]=2[CH:25]=[C:24]([O:32][C:14]2[CH:15]=[CH:16][C:11]([S:8]([CH3:7])(=[O:10])=[O:9])=[CH:12][CH:13]=2)[CH:23]=1)=[O:21]. (2) Given the reactants [CH:1]1([N:4]([C@@H:26]([C:28]2[CH:33]=[C:32]([CH2:34][CH2:35][CH2:36][NH:37][C:38]([O:40][CH3:41])=[O:39])[N:31]=[C:30]([O:42][CH3:43])[CH:29]=2)[CH3:27])[C:5]([C@@H:7]2[O:12][C@H:11]([CH2:13]OS(C)(=O)=O)[CH2:10][N:9]([C:19]([O:21][C:22]([CH3:25])([CH3:24])[CH3:23])=[O:20])[CH2:8]2)=[O:6])[CH2:3][CH2:2]1.[K].[C:45]1(=[O:55])[NH:49][C:48](=[O:50])[C:47]2=[CH:51][CH:52]=[CH:53][CH:54]=[C:46]12.O, predict the reaction product. The product is: [CH:1]1([N:4]([C@@H:26]([C:28]2[CH:33]=[C:32]([CH2:34][CH2:35][CH2:36][NH:37][C:38]([O:40][CH3:41])=[O:39])[N:31]=[C:30]([O:42][CH3:43])[CH:29]=2)[CH3:27])[C:5]([C@@H:7]2[O:12][C@H:11]([CH2:13][N:49]3[C:45](=[O:55])[C:46]4[C:47](=[CH:51][CH:52]=[CH:53][CH:54]=4)[C:48]3=[O:50])[CH2:10][N:9]([C:19]([O:21][C:22]([CH3:23])([CH3:25])[CH3:24])=[O:20])[CH2:8]2)=[O:6])[CH2:2][CH2:3]1. (3) Given the reactants [F:1][C:2]1[CH:3]=[C:4]2[C:13](=[CH:14][CH:15]=1)[C:12]1[CH:11]=[CH:10][CH:9]=[CH:8][C:7]=1[N:6]([S:16]([C:19]1[CH:24]=[CH:23][C:22]([O:25]C)=[CH:21][CH:20]=1)(=[O:18])=[O:17])[C@H:5]2[CH3:27].C1CCCCC=1.B(Br)(Br)Br, predict the reaction product. The product is: [F:1][C:2]1[CH:3]=[C:4]2[C:13](=[CH:14][CH:15]=1)[C:12]1[CH:11]=[CH:10][CH:9]=[CH:8][C:7]=1[N:6]([S:16]([C:19]1[CH:20]=[CH:21][C:22]([OH:25])=[CH:23][CH:24]=1)(=[O:18])=[O:17])[C@H:5]2[CH3:27]. (4) The product is: [Cl:25][CH2:21][C:18]1[CH:17]=[CH:16][C:15]([O:14][CH2:13][C:3]2[N:4]=[C:5]([C:7]3[CH:12]=[CH:11][CH:10]=[CH:9][CH:8]=3)[S:6][C:2]=2[CH3:1])=[N:20][CH:19]=1. Given the reactants [CH3:1][C:2]1[S:6][C:5]([C:7]2[CH:12]=[CH:11][CH:10]=[CH:9][CH:8]=2)=[N:4][C:3]=1[CH2:13][O:14][C:15]1[N:20]=[CH:19][C:18]([CH2:21]O)=[CH:17][CH:16]=1.S(Cl)([Cl:25])=O, predict the reaction product. (5) The product is: [F:1][C:2]([F:20])([F:21])[C:3]1[CH:4]=[C:5]([CH:17]=[CH:18][CH:19]=1)[O:6][C:7]1[CH:8]=[CH:9][C:10]([CH2:13][CH2:14][C:15]#[N:16])=[CH:11][CH:12]=1. Given the reactants [F:1][C:2]([F:21])([F:20])[C:3]1[CH:4]=[C:5]([CH:17]=[CH:18][CH:19]=1)[O:6][C:7]1[CH:12]=[CH:11][C:10]([CH:13]=[CH:14][C:15]#[N:16])=[CH:9][CH:8]=1.[BH4-].[Na+], predict the reaction product. (6) Given the reactants [F:1][C:2]1[CH:7]=[CH:6][C:5](B(O)O)=[C:4]([O:11][CH3:12])[CH:3]=1.Br[C:14]1[C:22]2[C:17](=[CH:18][C:19]([S:23]([N:26](CC3C=CC(OC)=CC=3OC)[C:27]3[S:31][N:30]=[CH:29][N:28]=3)(=[O:25])=[O:24])=[CH:20][CH:21]=2)[N:16]([CH3:43])[CH:15]=1.P([O-])([O-])([O-])=O.[K+].[K+].[K+].FC(F)(F)C(O)=O, predict the reaction product. The product is: [F:1][C:2]1[CH:7]=[CH:6][C:5]([C:14]2[C:22]3[C:17](=[CH:18][C:19]([S:23]([NH:26][C:27]4[S:31][N:30]=[CH:29][N:28]=4)(=[O:24])=[O:25])=[CH:20][CH:21]=3)[N:16]([CH3:43])[CH:15]=2)=[C:4]([O:11][CH3:12])[CH:3]=1. (7) The product is: [CH3:1][O:2][C:3]1[C:8]2[O:9][CH2:10][O:11][C:7]=2[CH:6]=[C:5]([CH:12]=[CH:17][N+:14]([O-:16])=[O:15])[CH:4]=1. Given the reactants [CH3:1][O:2][C:3]1[C:8]2[O:9][CH2:10][O:11][C:7]=2[CH:6]=[C:5]([CH:12]=O)[CH:4]=1.[N+:14]([CH3:17])([O-:16])=[O:15].C([O-])(=O)C.[NH4+], predict the reaction product. (8) Given the reactants [CH3:1][O:2][C:3]([CH:5]1[CH2:9][CH:8]([O:10]CC2C=CC=CC=2)[CH2:7][N:6]1[C:18]([O:20][C:21]([CH3:24])([CH3:23])[CH3:22])=[O:19])=[O:4], predict the reaction product. The product is: [CH3:1][O:2][C:3]([CH:5]1[CH2:9][CH:8]([OH:10])[CH2:7][N:6]1[C:18]([O:20][C:21]([CH3:24])([CH3:23])[CH3:22])=[O:19])=[O:4]. (9) Given the reactants [F:1][C:2]1[CH:3]=[C:4]([CH:35]=[C:36]([F:38])[CH:37]=1)[C:5]([CH3:34])([CH3:33])[C@H:6]([C:9]([NH:11][C@H:12]([C:17]([N:19]([C@@H:21]([CH:30]([CH3:32])[CH3:31])/[CH:22]=[C:23](\[CH3:29])/[C:24]([O:26]CC)=[O:25])[CH3:20])=[O:18])[C:13]([CH3:16])([CH3:15])[CH3:14])=[O:10])[NH:7][CH3:8].O.[OH-].[Li+], predict the reaction product. The product is: [F:1][C:2]1[CH:3]=[C:4]([CH:35]=[C:36]([F:38])[CH:37]=1)[C:5]([CH3:34])([CH3:33])[C@H:6]([C:9]([NH:11][C@H:12]([C:17]([N:19]([C@@H:21]([CH:30]([CH3:31])[CH3:32])/[CH:22]=[C:23](/[C:24]([OH:26])=[O:25])\[CH3:29])[CH3:20])=[O:18])[C:13]([CH3:14])([CH3:16])[CH3:15])=[O:10])[NH:7][CH3:8]. (10) Given the reactants Cl.[NH2:2][C:3]1[CH:4]=[CH:5][C:6]([CH3:22])=[C:7]([NH:9][C:10]([C:12]2[CH:13]=[C:14]3[C:19](=[CH:20][CH:21]=2)[N:18]=[CH:17][CH:16]=[N:15]3)=[O:11])[CH:8]=1.[C:23]([N:27]1[C:31]([C:32](Cl)=[O:33])=[CH:30][C:29]([CH3:35])=[N:28]1)([CH3:26])([CH3:25])[CH3:24].C(N(CC)CC)C, predict the reaction product. The product is: [C:23]([N:27]1[C:31]([C:32]([NH:2][C:3]2[CH:4]=[CH:5][C:6]([CH3:22])=[C:7]([NH:9][C:10]([C:12]3[CH:13]=[C:14]4[C:19](=[CH:20][CH:21]=3)[N:18]=[CH:17][CH:16]=[N:15]4)=[O:11])[CH:8]=2)=[O:33])=[CH:30][C:29]([CH3:35])=[N:28]1)([CH3:26])([CH3:25])[CH3:24].